Dataset: Full USPTO retrosynthesis dataset with 1.9M reactions from patents (1976-2016). Task: Predict the reactants needed to synthesize the given product. Given the product [OH:4][C:5]1[CH:6]=[C:7]([CH:14]=[CH:15][C:16]=1[OH:17])[CH:8]=[C:9]([C:10]#[N:11])[C:12]#[N:13], predict the reactants needed to synthesize it. The reactants are: COC[O:4][C:5]1[CH:6]=[C:7]([CH:14]=[CH:15][C:16]=1[O:17]COC)[CH:8]=[C:9]([C:12]#[N:13])[C:10]#[N:11].Cl.